From a dataset of Reaction yield outcomes from USPTO patents with 853,638 reactions. Predict the reaction yield, written as a fraction of the theoretical maximum amount of product (1.0 means a 100% yield; for example, 0.34 means a 34% yield). The reactants are [CH3:1][C:2]1[CH:3]=[C:4]([CH:8]=[C:9]([CH3:11])[CH:10]=1)[C:5](O)=[O:6].C[N:13](C=O)C. The product is [CH3:1][C:2]1[CH:3]=[C:4]([CH:8]=[C:9]([CH3:11])[CH:10]=1)[C:5]([NH2:13])=[O:6]. The catalyst is S(Cl)(Cl)=O. The yield is 0.850.